From a dataset of NCI-60 drug combinations with 297,098 pairs across 59 cell lines. Regression. Given two drug SMILES strings and cell line genomic features, predict the synergy score measuring deviation from expected non-interaction effect. (1) Drug 1: CC(C1=C(C=CC(=C1Cl)F)Cl)OC2=C(N=CC(=C2)C3=CN(N=C3)C4CCNCC4)N. Drug 2: COC1=C2C(=CC3=C1OC=C3)C=CC(=O)O2. Cell line: UACC62. Synergy scores: CSS=13.9, Synergy_ZIP=-1.49, Synergy_Bliss=1.92, Synergy_Loewe=-14.9, Synergy_HSA=1.28. (2) Drug 1: CCC1(CC2CC(C3=C(CCN(C2)C1)C4=CC=CC=C4N3)(C5=C(C=C6C(=C5)C78CCN9C7C(C=CC9)(C(C(C8N6C=O)(C(=O)OC)O)OC(=O)C)CC)OC)C(=O)OC)O.OS(=O)(=O)O. Drug 2: C(CN)CNCCSP(=O)(O)O. Cell line: MOLT-4. Synergy scores: CSS=51.4, Synergy_ZIP=2.40, Synergy_Bliss=-0.137, Synergy_Loewe=-25.2, Synergy_HSA=-4.08. (3) Drug 1: CC1CCC2CC(C(=CC=CC=CC(CC(C(=O)C(C(C(=CC(C(=O)CC(OC(=O)C3CCCCN3C(=O)C(=O)C1(O2)O)C(C)CC4CCC(C(C4)OC)OP(=O)(C)C)C)C)O)OC)C)C)C)OC. Drug 2: CNC(=O)C1=NC=CC(=C1)OC2=CC=C(C=C2)NC(=O)NC3=CC(=C(C=C3)Cl)C(F)(F)F. Cell line: NCIH23. Synergy scores: CSS=68.8, Synergy_ZIP=2.56, Synergy_Bliss=4.07, Synergy_Loewe=8.60, Synergy_HSA=10.7. (4) Drug 1: CC1OCC2C(O1)C(C(C(O2)OC3C4COC(=O)C4C(C5=CC6=C(C=C35)OCO6)C7=CC(=C(C(=C7)OC)O)OC)O)O. Drug 2: C1=CN(C(=O)N=C1N)C2C(C(C(O2)CO)O)O.Cl. Cell line: KM12. Synergy scores: CSS=12.6, Synergy_ZIP=-6.45, Synergy_Bliss=-8.84, Synergy_Loewe=-5.83, Synergy_HSA=-5.32. (5) Drug 1: CC(CN1CC(=O)NC(=O)C1)N2CC(=O)NC(=O)C2. Drug 2: CC1OCC2C(O1)C(C(C(O2)OC3C4COC(=O)C4C(C5=CC6=C(C=C35)OCO6)C7=CC(=C(C(=C7)OC)O)OC)O)O. Cell line: NCI/ADR-RES. Synergy scores: CSS=11.6, Synergy_ZIP=-0.413, Synergy_Bliss=6.87, Synergy_Loewe=6.34, Synergy_HSA=5.86. (6) Drug 1: CC1=C(C(CCC1)(C)C)C=CC(=CC=CC(=CC(=O)O)C)C. Drug 2: CNC(=O)C1=NC=CC(=C1)OC2=CC=C(C=C2)NC(=O)NC3=CC(=C(C=C3)Cl)C(F)(F)F. Cell line: DU-145. Synergy scores: CSS=12.4, Synergy_ZIP=10.7, Synergy_Bliss=11.7, Synergy_Loewe=12.4, Synergy_HSA=10.4.